Dataset: Reaction yield outcomes from USPTO patents with 853,638 reactions. Task: Predict the reaction yield, written as a fraction of the theoretical maximum amount of product (1.0 means a 100% yield; for example, 0.34 means a 34% yield). The reactants are [C:1]([N:4]1[C:13]2[C:8](=[CH:9][C:10]([C:14](=[O:18])[NH:15][CH2:16][CH3:17])=[CH:11][CH:12]=2)[C@H:7]([NH:19]C(=O)OCC2C=CC=CC=2)[C@@H:6]([CH3:30])[C@@H:5]1[CH3:31])(=[O:3])[CH3:2]. The catalyst is C(O)C.[Pd]. The product is [C:1]([N:4]1[C:13]2[C:8](=[CH:9][C:10]([C:14]([NH:15][CH2:16][CH3:17])=[O:18])=[CH:11][CH:12]=2)[C@H:7]([NH2:19])[C@@H:6]([CH3:30])[C@@H:5]1[CH3:31])(=[O:3])[CH3:2]. The yield is 0.940.